Dataset: Catalyst prediction with 721,799 reactions and 888 catalyst types from USPTO. Task: Predict which catalyst facilitates the given reaction. (1) Reactant: [C:1]([O:5][C:6]([N:8]1[C:12]([N+:13]([O-])=O)=[CH:11][C:10]([C:16]([O:18][CH3:19])=[O:17])=[N:9]1)=[O:7])([CH3:4])([CH3:3])[CH3:2].[H][H]. Product: [NH2:13][C:12]1[N:8]([C:6]([O:5][C:1]([CH3:2])([CH3:3])[CH3:4])=[O:7])[N:9]=[C:10]([C:16]([O:18][CH3:19])=[O:17])[CH:11]=1. The catalyst class is: 45. (2) Reactant: [CH:1]([C:3]1[CH:4]=[N:5][CH:6]=[CH:7][C:8]=1[C:9]1[CH:10]=[C:11]([CH:14]=[CH:15][CH:16]=1)[C:12]#[N:13])=[O:2].[CH3:17][C:18]1[CH:23]=[CH:22][CH:21]=[CH:20][C:19]=1[Mg]Br. Product: [OH:2][CH:1]([C:19]1[CH:20]=[CH:21][CH:22]=[CH:23][C:18]=1[CH3:17])[C:3]1[CH:4]=[N:5][CH:6]=[CH:7][C:8]=1[C:9]1[CH:10]=[C:11]([CH:14]=[CH:15][CH:16]=1)[C:12]#[N:13]. The catalyst class is: 1.